From a dataset of NCI-60 drug combinations with 297,098 pairs across 59 cell lines. Regression. Given two drug SMILES strings and cell line genomic features, predict the synergy score measuring deviation from expected non-interaction effect. (1) Drug 1: CC=C1C(=O)NC(C(=O)OC2CC(=O)NC(C(=O)NC(CSSCCC=C2)C(=O)N1)C(C)C)C(C)C. Drug 2: CN(CC1=CN=C2C(=N1)C(=NC(=N2)N)N)C3=CC=C(C=C3)C(=O)NC(CCC(=O)O)C(=O)O. Cell line: SR. Synergy scores: CSS=79.8, Synergy_ZIP=3.02, Synergy_Bliss=3.11, Synergy_Loewe=3.09, Synergy_HSA=6.84. (2) Drug 1: CC1=C2C(C(=O)C3(C(CC4C(C3C(C(C2(C)C)(CC1OC(=O)C(C(C5=CC=CC=C5)NC(=O)OC(C)(C)C)O)O)OC(=O)C6=CC=CC=C6)(CO4)OC(=O)C)O)C)O. Drug 2: C1=NC2=C(N1)C(=S)N=CN2. Cell line: LOX IMVI. Synergy scores: CSS=44.8, Synergy_ZIP=4.16, Synergy_Bliss=5.89, Synergy_Loewe=-25.5, Synergy_HSA=-10.3.